From a dataset of NCI-60 drug combinations with 297,098 pairs across 59 cell lines. Regression. Given two drug SMILES strings and cell line genomic features, predict the synergy score measuring deviation from expected non-interaction effect. (1) Drug 1: CC1CCC2CC(C(=CC=CC=CC(CC(C(=O)C(C(C(=CC(C(=O)CC(OC(=O)C3CCCCN3C(=O)C(=O)C1(O2)O)C(C)CC4CCC(C(C4)OC)OCCO)C)C)O)OC)C)C)C)OC. Drug 2: CCC1(CC2CC(C3=C(CCN(C2)C1)C4=CC=CC=C4N3)(C5=C(C=C6C(=C5)C78CCN9C7C(C=CC9)(C(C(C8N6C)(C(=O)OC)O)OC(=O)C)CC)OC)C(=O)OC)O.OS(=O)(=O)O. Cell line: HCC-2998. Synergy scores: CSS=6.16, Synergy_ZIP=4.47, Synergy_Bliss=4.67, Synergy_Loewe=0.487, Synergy_HSA=-0.305. (2) Drug 1: CCC1=C2CN3C(=CC4=C(C3=O)COC(=O)C4(CC)O)C2=NC5=C1C=C(C=C5)O. Drug 2: CC1CCC2CC(C(=CC=CC=CC(CC(C(=O)C(C(C(=CC(C(=O)CC(OC(=O)C3CCCCN3C(=O)C(=O)C1(O2)O)C(C)CC4CCC(C(C4)OC)OCCO)C)C)O)OC)C)C)C)OC. Cell line: OVCAR-5. Synergy scores: CSS=12.5, Synergy_ZIP=-4.62, Synergy_Bliss=-1.71, Synergy_Loewe=-0.818, Synergy_HSA=0.226. (3) Drug 1: CNC(=O)C1=NC=CC(=C1)OC2=CC=C(C=C2)NC(=O)NC3=CC(=C(C=C3)Cl)C(F)(F)F. Drug 2: CN(CCCl)CCCl.Cl. Cell line: HOP-92. Synergy scores: CSS=27.5, Synergy_ZIP=-7.58, Synergy_Bliss=-1.65, Synergy_Loewe=-4.97, Synergy_HSA=0.634. (4) Drug 1: C1CCC(CC1)NC(=O)N(CCCl)N=O. Drug 2: C1=CN(C=N1)CC(O)(P(=O)(O)O)P(=O)(O)O. Cell line: SNB-75. Synergy scores: CSS=4.60, Synergy_ZIP=-7.69, Synergy_Bliss=-11.3, Synergy_Loewe=-15.2, Synergy_HSA=-11.2. (5) Drug 1: CC1CCC2CC(C(=CC=CC=CC(CC(C(=O)C(C(C(=CC(C(=O)CC(OC(=O)C3CCCCN3C(=O)C(=O)C1(O2)O)C(C)CC4CCC(C(C4)OC)O)C)C)O)OC)C)C)C)OC. Drug 2: CCN(CC)CCCC(C)NC1=C2C=C(C=CC2=NC3=C1C=CC(=C3)Cl)OC. Cell line: T-47D. Synergy scores: CSS=10.9, Synergy_ZIP=-4.32, Synergy_Bliss=3.27, Synergy_Loewe=-10.1, Synergy_HSA=2.08. (6) Drug 1: CC1=CC2C(CCC3(C2CCC3(C(=O)C)OC(=O)C)C)C4(C1=CC(=O)CC4)C. Drug 2: C(CC(=O)O)C(=O)CN.Cl. Cell line: LOX IMVI. Synergy scores: CSS=15.2, Synergy_ZIP=-3.20, Synergy_Bliss=-3.12, Synergy_Loewe=-5.12, Synergy_HSA=-2.00. (7) Drug 1: COC1=C(C=C2C(=C1)N=CN=C2NC3=CC(=C(C=C3)F)Cl)OCCCN4CCOCC4. Drug 2: CN(C(=O)NC(C=O)C(C(C(CO)O)O)O)N=O. Cell line: UO-31. Synergy scores: CSS=23.6, Synergy_ZIP=-2.16, Synergy_Bliss=-4.10, Synergy_Loewe=-21.0, Synergy_HSA=-3.52. (8) Drug 1: CC12CCC3C(C1CCC2O)C(CC4=C3C=CC(=C4)O)CCCCCCCCCS(=O)CCCC(C(F)(F)F)(F)F. Drug 2: COC1=C2C(=CC3=C1OC=C3)C=CC(=O)O2. Cell line: DU-145. Synergy scores: CSS=-5.67, Synergy_ZIP=1.72, Synergy_Bliss=-0.286, Synergy_Loewe=-4.57, Synergy_HSA=-4.80. (9) Drug 1: COC1=CC(=CC(=C1O)OC)C2C3C(COC3=O)C(C4=CC5=C(C=C24)OCO5)OC6C(C(C7C(O6)COC(O7)C8=CC=CS8)O)O. Drug 2: CC1C(C(CC(O1)OC2CC(OC(C2O)C)OC3=CC4=CC5=C(C(=O)C(C(C5)C(C(=O)C(C(C)O)O)OC)OC6CC(C(C(O6)C)O)OC7CC(C(C(O7)C)O)OC8CC(C(C(O8)C)O)(C)O)C(=C4C(=C3C)O)O)O)O. Cell line: HL-60(TB). Synergy scores: CSS=73.4, Synergy_ZIP=11.1, Synergy_Bliss=11.5, Synergy_Loewe=-3.34, Synergy_HSA=10.7.